From a dataset of Experimentally validated miRNA-target interactions with 360,000+ pairs, plus equal number of negative samples. Binary Classification. Given a miRNA mature sequence and a target amino acid sequence, predict their likelihood of interaction. (1) The miRNA is mmu-miR-136-5p with sequence ACUCCAUUUGUUUUGAUGAUGG. The protein sequence of the target gene is MMVSICEQKLQHFSAVFLLILCLGMMSAAPPPDPSLDNEWKEWKTKFAKAYNLNEERHRRLVWEENKKKIEAHNADYEQGKTSFYMGLNQFSDLTPEEFKTNCYGNSLNRGEMAPDLPEYEDLGKNSYLTPGRAQPE. Result: 1 (interaction). (2) The miRNA is hsa-miR-3126-5p with sequence UGAGGGACAGAUGCCAGAAGCA. The protein sequence of the target gene is MAGAWLRWGLLLWAGLLASSAHGRLRRITYVVHPGPGLAAGALPLSGPPRSRTFNVALNARYSRSSAAAGAPSRASPGVPSERTRRTSKPGGAALQGLRPPPPPPPEPARPAVPGGQLHPNPGGHPAAAPFTKQGRQVVRSKVPQETQSGGGSRLQVHQKQQLQGVNVCGGRCCHGWSKAPGSQRCTKPSCVPPCQNGGMCLRPQLCVCKPGTKGKACETIAAQDTSSPVFGGQSPGAASSWGPPEQAAKHTSSKKADTLPRVSPVAQMTLTLKPKPSVGLPQQIHSQVTPLSSQSVVIH.... Result: 0 (no interaction). (3) The miRNA is hsa-miR-4659a-3p with sequence UUUCUUCUUAGACAUGGCAACG. The protein sequence of the target gene is MPNWGGGAKCGACEKTVYHAEEIQCNGRSFHKTCFHCMACRKALDSTTVAAHESEIYCKVCYGRRYGPKGIGYGQGAGCLSTDTGEHLGLQFQQSPKPARSVTTSNPSKFTAKFGESEKCPRCGKSVYAAEKVMGGGKPWHKTCFRCAICGKSLESTNVTDKDGELYCKVCYAKNFGPTGIGFGGLTQQVEKKE. Result: 1 (interaction). (4) The miRNA is hsa-miR-2114-5p with sequence UAGUCCCUUCCUUGAAGCGGUC. The protein sequence of the target gene is MPEAGFQATNAFTECKFTCTSGKCLYLGSLVCNQQNDCGDNSDEENCLLVTEHPPPGIFNSELEFAQIIIIVVVVTVMVVVIVCLLNHYKVSTRSFINRPNQSRRREDGLPQEGCLWPSDSAAPRLGASEIMHAPRSRDRFTAPSFIQRDRFSRFQPTYPYVQHEIDLPPTISLSDGEEPPPYQGPCTLQLRDPEQQMELNRESVRAPPNRTIFDSDLIDIAMYSGGPCPPSSNSGISASTCSSNGRMEGPPPTYSEVMGHHPGASFLHHQRSNAHRGSRLQFQQNNAESTIVPIKGKDR.... Result: 1 (interaction). (5) The miRNA is hsa-miR-4772-5p with sequence UGAUCAGGCAAAAUUGCAGACU. The protein sequence of the target gene is MAEEKKLKLSNTVLPSESMKVVAESMGIAQIQEETCQLLTDEVSYRIKEIAQDALKFMHMGKRQKLTTSDIDYALKLKNVEPLYGFHAQEFIPFRFASGGGRELYFYEEKEVDLSDIINTPLPRVPLDVCLKAHWLSIEGCQPAIPENPPPAPKEQQKAEATEPLKSAKPGQEEDGPLKGKGQGATTADGKGKEKKAPPLLEGAPLRLKPRSIHELSVEQQLYYKEITEACVGSCEAKRAEALQSIATDPGLYQMLPRFSTFISEGVRVNVVQNNLALLIYLMRMVKALMDNPTLYLEKY.... Result: 0 (no interaction). (6) The miRNA is hsa-miR-548am-3p with sequence CAAAAACUGCAGUUACUUUUGU. The protein sequence of the target gene is MGRKMRGAAAAAGLWLLALSSLLTLWGGLLPPRTELPASRPPEDRLPPHPIQSGGPAPEPRFPLPPPLVWDARGGSLKTFRALLTLAAGADNPPRRHQDDRGRHEPSGLSWPEERRAVHGGVFWSRGLEEQVPRGFSEAQAAAWLEVARGARVVALDRGGCGRSSNRLARFADGTRACVRYGINPEQIQGEALSYYLARLLGLQRHVPPLALARVEARGAQWVQVQEELRTAHWTEGSVVSLTRWLPNLTDVVVPEPWRSEDGRLRPLRDAGGELTNLSQAELVDLVQWTDLILFDYLTA.... Result: 0 (no interaction).